This data is from Retrosynthesis with 50K atom-mapped reactions and 10 reaction types from USPTO. The task is: Predict the reactants needed to synthesize the given product. (1) Given the product CC(C)(C)OC(=O)N1CCC(O)(Cc2ccc(F)cc2)CC1, predict the reactants needed to synthesize it. The reactants are: CC(C)(C)OC(=O)N1CCC(=O)CC1.Fc1ccc(C[Mg+])cc1. (2) Given the product CC(C)n1cc(C(=O)C(F)(F)F)c2ccc(C(F)(F)F)cc21, predict the reactants needed to synthesize it. The reactants are: CC(C)I.O=C(c1c[nH]c2cc(C(F)(F)F)ccc12)C(F)(F)F. (3) Given the product O=[N+]([O-])c1ccccc1NC1CCCCC1, predict the reactants needed to synthesize it. The reactants are: NC1CCCCC1.O=[N+]([O-])c1ccccc1F. (4) The reactants are: BrCCn1ccnc1.CCOC(=O)c1cn2c(cc1=O)-c1cc(OC)c(O)cc1CC2CC. Given the product CCOC(=O)c1cn2c(cc1=O)-c1cc(OC)c(OCCn3ccnc3)cc1CC2CC, predict the reactants needed to synthesize it.